Dataset: Reaction yield outcomes from USPTO patents with 853,638 reactions. Task: Predict the reaction yield, written as a fraction of the theoretical maximum amount of product (1.0 means a 100% yield; for example, 0.34 means a 34% yield). (1) The reactants are [H-].[Na+].[C:3]([CH2:5][C:6]([O:8][CH2:9][CH3:10])=[O:7])#[N:4].Cl[CH2:12][CH2:13][O:14][CH2:15][CH2:16]Cl. The catalyst is CN(C=O)C. The product is [C:3]([C:5]1([C:6]([O:8][CH2:9][CH3:10])=[O:7])[CH2:16][CH2:15][O:14][CH2:13][CH2:12]1)#[N:4]. The yield is 0.250. (2) The yield is 0.400. The reactants are [CH:1]([NH:4][C:5](=[O:9])[O:6][CH2:7][I:8])([CH3:3])[CH3:2].[C:10]([O:18][CH2:19][N:20]1[C:25](=[O:26])[CH2:24][CH2:23][CH:22]([N:27]2[CH2:35][C:34]3[C:29](=[CH:30][CH:31]=[CH:32][C:33]=3[NH2:36])[C:28]2=[O:37])[C:21]1=[O:38])(=[O:17])[C:11]1[CH:16]=[CH:15][CH:14]=[N:13][CH:12]=1. The product is [I-:8].[NH2:36][C:33]1[CH:32]=[CH:31][CH:30]=[C:29]2[C:34]=1[CH2:35][N:27]([CH:22]1[CH2:23][CH2:24][C:25](=[O:26])[N:20]([CH2:19][O:18][C:10]([C:11]3[CH:12]=[N+:13]([CH2:7][O:6][C:5](=[O:9])[NH:4][CH:1]([CH3:3])[CH3:2])[CH:14]=[CH:15][CH:16]=3)=[O:17])[C:21]1=[O:38])[C:28]2=[O:37]. The catalyst is C(Cl)Cl. (3) The reactants are [Br:1][CH2:2][CH2:3][CH2:4]Br.[N+:6]([C:9]1[CH:14]=[CH:13][CH:12]=[CH:11][C:10]=1[S:15]([NH:18][CH2:19][CH2:20][CH3:21])(=[O:17])=[O:16])([O-:8])=[O:7].[H-].[Na+].C(Cl)Cl. The catalyst is CN(C=O)C. The product is [Br:1][CH2:2][CH2:3][CH2:4][N:18]([CH2:19][CH2:20][CH3:21])[S:15]([C:10]1[CH:11]=[CH:12][CH:13]=[CH:14][C:9]=1[N+:6]([O-:8])=[O:7])(=[O:16])=[O:17]. The yield is 0.620. (4) The reactants are [Cl:1][C:2]1[CH:3]=[C:4](CC#N)[CH:5]=[C:6]([Cl:19])[C:7]=1[CH2:8][C:9]1[CH:14]=[C:13]([CH:15]([CH3:17])[CH3:16])[C:12](=[O:18])[NH:11][N:10]=1.[C:23]([O:26]CC)(=[O:25])[CH3:24]. The catalyst is Cl. The product is [Cl:1][C:2]1[CH:3]=[C:4]([CH2:24][C:23]([OH:26])=[O:25])[CH:5]=[C:6]([Cl:19])[C:7]=1[CH2:8][C:9]1[CH:14]=[C:13]([CH:15]([CH3:16])[CH3:17])[C:12](=[O:18])[NH:11][N:10]=1. The yield is 0.130. (5) The reactants are [F:1][CH2:2][CH2:3][CH2:4][O:5][C:6]1[CH:14]=[C:13]2[C:9]([CH2:10][CH2:11][C:12]2=[O:15])=[CH:8][CH:7]=1.[C:16]([O:20]C)(=O)[CH:17]=[CH2:18].[CH3:22][C:23](C)([O-])C.[K+].[OH-].[K+]. The catalyst is [Cl-].[Na+].O.O. The product is [F:1][CH2:2][CH2:3][CH2:4][O:5][C:6]1[CH:14]=[C:13]2[C:9]([CH2:10][C:11]3([CH2:18][CH2:17][C:16](=[O:20])[CH2:23][CH2:22]3)[C:12]2=[O:15])=[CH:8][CH:7]=1. The yield is 0.660. (6) The reactants are Cl.[NH2:2][CH2:3][C:4]([O:6]C)=[O:5].CN(C)C=O.[CH2:13]([NH:15][C:16]([N:18]1[C:26]2[C:21](=[CH:22][C:23]([O:27][C:28]3[CH:33]=[CH:32][N:31]=[C:30]([N:34](C(OC4C=CC=CC=4)=O)[C:35](=O)[O:36]C4C=CC=CC=4)[CH:29]=3)=[CH:24][CH:25]=2)[CH:20]=[CH:19]1)=[O:17])[CH3:14]. The catalyst is C(N(CC)CC)C. The product is [CH2:13]([NH:15][C:16]([N:18]1[C:26]2[C:21](=[CH:22][C:23]([O:27][C:28]3[CH:33]=[CH:32][N:31]=[C:30]([NH:34][C:35]([NH:2][CH2:3][C:4]([OH:6])=[O:5])=[O:36])[CH:29]=3)=[CH:24][CH:25]=2)[CH:20]=[CH:19]1)=[O:17])[CH3:14]. The yield is 0.805. (7) The yield is 0.830. The reactants are [OH:1][C:2]1[CH:3]=[C:4]2[C:9](=[CH:10][CH:11]=1)[C:8](=[O:12])[CH2:7][CH2:6][CH2:5]2.S(C1C=CC(C)=CC=1)(O[CH2:17][C:18]([F:21])([F:20])[F:19])(=O)=O.C(=O)([O-])[O-].[K+].[K+]. The catalyst is CN(C=O)C.O. The product is [F:19][C:18]([F:21])([F:20])[CH2:17][O:1][C:2]1[CH:3]=[C:4]2[C:9](=[CH:10][CH:11]=1)[C:8](=[O:12])[CH2:7][CH2:6][CH2:5]2. (8) The reactants are [Cl:1][C:2]1[CH:3]=[C:4]([S:9]([N:12]2[CH2:17][CH:16]([CH3:18])[NH:15][CH2:14][CH:13]2[CH3:19])(=[O:11])=[O:10])[CH:5]=[CH:6][C:7]=1[Cl:8].Cl[C:21]1[C:26]([Cl:27])=[CH:25][CH:24]=[CH:23][N:22]=1.C(N(C(C)C)CC)(C)C.CN(C=O)C. The catalyst is C(OCC)(=O)C. The product is [Cl:27][C:26]1[C:21]([N:15]2[CH2:14][CH:13]([CH3:19])[N:12]([S:9]([C:4]3[CH:5]=[CH:6][C:7]([Cl:8])=[C:2]([Cl:1])[CH:3]=3)(=[O:11])=[O:10])[CH2:17][CH:16]2[CH3:18])=[N:22][CH:23]=[CH:24][CH:25]=1. The yield is 0.0200. (9) The reactants are C[O:2][C:3](=[O:31])[CH:4]([NH:21][C:22]1[CH:27]=[CH:26][C:25]([C:28](=[NH:30])[NH2:29])=[CH:24][CH:23]=1)[C:5]1[CH:10]=[CH:9][C:8]([O:11][CH2:12][C:13](=[O:17])[N:14]([CH3:16])[CH3:15])=[C:7]([O:18][CH2:19][CH3:20])[CH:6]=1.[OH-].[Na+].[ClH:34]. The catalyst is CO. The product is [ClH:34].[C:28]([C:25]1[CH:26]=[CH:27][C:22]([NH:21][CH:4]([C:5]2[CH:10]=[CH:9][C:8]([O:11][CH2:12][C:13](=[O:17])[N:14]([CH3:16])[CH3:15])=[C:7]([O:18][CH2:19][CH3:20])[CH:6]=2)[C:3]([OH:31])=[O:2])=[CH:23][CH:24]=1)(=[NH:29])[NH2:30]. The yield is 1.09. (10) The reactants are [C:1](=O)(OC(Cl)(Cl)Cl)[O:2]C(Cl)(Cl)Cl.[NH2:13][C:14]1[CH:19]=[CH:18][C:17]([F:20])=[CH:16][C:15]=1[NH:21][CH:22]1[CH2:27][CH2:26][N:25]([C:28]2([CH3:40])[CH2:32][CH2:31][N:30]([C:33]([O:35][C:36]([CH3:39])([CH3:38])[CH3:37])=[O:34])[CH2:29]2)[CH2:24][CH2:23]1.C(N(CC)CC)C.O. The catalyst is ClCCl. The product is [F:20][C:17]1[CH:18]=[CH:19][C:14]2[NH:13][C:1](=[O:2])[N:21]([CH:22]3[CH2:23][CH2:24][N:25]([C:28]4([CH3:40])[CH2:32][CH2:31][N:30]([C:33]([O:35][C:36]([CH3:39])([CH3:38])[CH3:37])=[O:34])[CH2:29]4)[CH2:26][CH2:27]3)[C:15]=2[CH:16]=1. The yield is 0.850.